From a dataset of NCI-60 drug combinations with 297,098 pairs across 59 cell lines. Regression. Given two drug SMILES strings and cell line genomic features, predict the synergy score measuring deviation from expected non-interaction effect. (1) Drug 1: CC1=C2C(C(=O)C3(C(CC4C(C3C(C(C2(C)C)(CC1OC(=O)C(C(C5=CC=CC=C5)NC(=O)OC(C)(C)C)O)O)OC(=O)C6=CC=CC=C6)(CO4)OC(=O)C)O)C)O. Drug 2: CC1CCCC2(C(O2)CC(NC(=O)CC(C(C(=O)C(C1O)C)(C)C)O)C(=CC3=CSC(=N3)C)C)C. Cell line: BT-549. Synergy scores: CSS=45.4, Synergy_ZIP=4.25, Synergy_Bliss=2.40, Synergy_Loewe=-10.3, Synergy_HSA=-0.176. (2) Drug 1: COC1=C(C=C2C(=C1)N=CN=C2NC3=CC(=C(C=C3)F)Cl)OCCCN4CCOCC4. Drug 2: CC1C(C(CC(O1)OC2CC(CC3=C2C(=C4C(=C3O)C(=O)C5=C(C4=O)C(=CC=C5)OC)O)(C(=O)C)O)N)O.Cl. Cell line: HS 578T. Synergy scores: CSS=40.6, Synergy_ZIP=5.30, Synergy_Bliss=7.99, Synergy_Loewe=0.725, Synergy_HSA=9.36. (3) Drug 1: CS(=O)(=O)CCNCC1=CC=C(O1)C2=CC3=C(C=C2)N=CN=C3NC4=CC(=C(C=C4)OCC5=CC(=CC=C5)F)Cl. Drug 2: CC1C(C(CC(O1)OC2CC(CC3=C2C(=C4C(=C3O)C(=O)C5=C(C4=O)C(=CC=C5)OC)O)(C(=O)CO)O)N)O.Cl. Cell line: SK-MEL-28. Synergy scores: CSS=27.6, Synergy_ZIP=-2.59, Synergy_Bliss=0.121, Synergy_Loewe=-16.8, Synergy_HSA=-0.0285. (4) Drug 1: CN1C2=C(C=C(C=C2)N(CCCl)CCCl)N=C1CCCC(=O)O.Cl. Drug 2: C1CNP(=O)(OC1)N(CCCl)CCCl. Cell line: NCI-H460. Synergy scores: CSS=-1.46, Synergy_ZIP=0.640, Synergy_Bliss=-0.505, Synergy_Loewe=-0.949, Synergy_HSA=-1.89. (5) Drug 1: C1CCC(C1)C(CC#N)N2C=C(C=N2)C3=C4C=CNC4=NC=N3. Drug 2: C1C(C(OC1N2C=NC3=C2NC=NCC3O)CO)O. Cell line: T-47D. Synergy scores: CSS=-0.208, Synergy_ZIP=2.53, Synergy_Bliss=7.55, Synergy_Loewe=1.75, Synergy_HSA=2.34. (6) Drug 1: CC1=C2C(C(=O)C3(C(CC4C(C3C(C(C2(C)C)(CC1OC(=O)C(C(C5=CC=CC=C5)NC(=O)OC(C)(C)C)O)O)OC(=O)C6=CC=CC=C6)(CO4)OC(=O)C)OC)C)OC. Drug 2: C1CCN(CC1)CCOC2=CC=C(C=C2)C(=O)C3=C(SC4=C3C=CC(=C4)O)C5=CC=C(C=C5)O. Cell line: 786-0. Synergy scores: CSS=55.5, Synergy_ZIP=7.82, Synergy_Bliss=8.86, Synergy_Loewe=-16.4, Synergy_HSA=8.80. (7) Drug 1: CN(C)C1=NC(=NC(=N1)N(C)C)N(C)C. Drug 2: C1=NNC2=C1C(=O)NC=N2. Cell line: SF-268. Synergy scores: CSS=-10.1, Synergy_ZIP=3.37, Synergy_Bliss=0.806, Synergy_Loewe=-6.79, Synergy_HSA=-5.97.